This data is from NCI-60 drug combinations with 297,098 pairs across 59 cell lines. The task is: Regression. Given two drug SMILES strings and cell line genomic features, predict the synergy score measuring deviation from expected non-interaction effect. Drug 1: C1=NC(=NC(=O)N1C2C(C(C(O2)CO)O)O)N. Drug 2: C1CN(CCN1C(=O)CCBr)C(=O)CCBr. Cell line: 786-0. Synergy scores: CSS=32.2, Synergy_ZIP=-7.53, Synergy_Bliss=1.29, Synergy_Loewe=-1.76, Synergy_HSA=5.03.